Predict the product of the given reaction. From a dataset of Forward reaction prediction with 1.9M reactions from USPTO patents (1976-2016). (1) Given the reactants [NH2:1][N:2]1[CH2:6][CH2:5][O:4][C:3]1=[O:7].[F:8][C:9]1[CH:18]=[C:17]2[C:12]([CH:13]=[CH:14][CH:15]=[N:16]2)=[CH:11][C:10]=1[CH2:19][C:20]1[N:24]2[N:25]=[C:26]([C:29](=O)[CH3:30])[CH:27]=[CH:28][C:23]2=[N:22][CH:21]=1, predict the reaction product. The product is: [F:8][C:9]1[CH:18]=[C:17]2[C:12]([CH:13]=[CH:14][CH:15]=[N:16]2)=[CH:11][C:10]=1[CH2:19][C:20]1[N:24]2[N:25]=[C:26](/[C:29](=[N:1]/[N:2]3[CH2:6][CH2:5][O:4][C:3]3=[O:7])/[CH3:30])[CH:27]=[CH:28][C:23]2=[N:22][CH:21]=1. (2) Given the reactants C(S[CH2:6][C@@:7]1([CH3:14])[NH:11][C:10](=[O:12])[NH:9][C:8]1=[O:13])(C)(C)C.C(O)(=O)C.O.OO.ClCl.[S:24]([Cl:28])(Cl)(=[O:26])=[O:25].C1(C)C=CC=CC=1.CCCC(C)C, predict the reaction product. The product is: [CH3:6][C@@:7]1([CH2:14][S:24]([Cl:28])(=[O:26])=[O:25])[C:8](=[O:13])[NH:9][C:10](=[O:12])[NH:11]1. (3) Given the reactants [Cl:1][CH2:2][CH2:3][C:4]([C:6]1[CH:11]=[CH:10][C:9]([F:12])=[CH:8][CH:7]=1)=[O:5].[CH2:13]([Mg]Br)[CH2:14][CH:15]=[CH2:16], predict the reaction product. The product is: [Cl:1][CH2:2][CH2:3][C:4]([C:6]1[CH:7]=[CH:8][C:9]([F:12])=[CH:10][CH:11]=1)([OH:5])[CH2:16][CH2:15][CH:14]=[CH2:13]. (4) Given the reactants [C:1]([O:8][CH3:9])(=[O:7])[CH2:2][C:3]([O:5][CH3:6])=[O:4].C[O-].[Na+].[F:13][C:14]1[CH:19]=[CH:18][C:17](/[CH:20]=[CH:21]/[C:22]([O:24][CH3:25])=[O:23])=[CH:16][CH:15]=1, predict the reaction product. The product is: [F:13][C:14]1[CH:15]=[CH:16][C:17]([CH:20]([CH2:21][C:22]([O:24][CH3:25])=[O:23])[CH:2]([C:1]([O:8][CH3:9])=[O:7])[C:3]([O:5][CH3:6])=[O:4])=[CH:18][CH:19]=1. (5) Given the reactants Br[C:2]1[CH:38]=[CH:37][C:5]([CH2:6][C:7]2[S:11][C:10]([NH:12][C:13](=[O:30])[CH2:14][CH2:15][C:16]([C:18]3[CH:23]=[CH:22][C:21]([O:24][CH2:25][CH3:26])=[C:20]([O:27][CH2:28][CH3:29])[CH:19]=3)=[O:17])=[CH:9][C:8]=2[C:31]2[CH:36]=[CH:35][CH:34]=[CH:33][CH:32]=2)=[CH:4][CH:3]=1.C1(P(C2C=CC=CC=2)C2C=CC=CC=2)C=CC=CC=1.C(N(CC)CC)C.[C:65]([O:69][CH2:70][CH3:71])(=[O:68])[CH:66]=[CH2:67], predict the reaction product. The product is: [CH2:28]([O:27][C:20]1[CH:19]=[C:18]([C:16](=[O:17])[CH2:15][CH2:14][C:13]([NH:12][C:10]2[S:11][C:7]([CH2:6][C:5]3[CH:37]=[CH:38][C:2](/[CH:67]=[CH:66]/[C:65]([O:69][CH2:70][CH3:71])=[O:68])=[CH:3][CH:4]=3)=[C:8]([C:31]3[CH:36]=[CH:35][CH:34]=[CH:33][CH:32]=3)[CH:9]=2)=[O:30])[CH:23]=[CH:22][C:21]=1[O:24][CH2:25][CH3:26])[CH3:29]. (6) Given the reactants [CH3:1][O:2][C:3]1[CH:8]=[C:7]([CH3:9])[C:6]([S:10]([N:13]([CH3:28])[CH2:14][C:15]2[O:16][C:17]([C:20]([N:22]3[CH2:27][CH2:26][NH:25][CH2:24][CH2:23]3)=[O:21])=[N:18][N:19]=2)(=[O:12])=[O:11])=[C:5]([CH3:29])[CH:4]=1.[N:30]1[C:39]2[C:34](=[CH:35][CH:36]=[CH:37][CH:38]=2)[CH:33]=[C:32]([CH:40]=O)[CH:31]=1.ClCCCl, predict the reaction product. The product is: [CH3:1][O:2][C:3]1[CH:8]=[C:7]([CH3:9])[C:6]([S:10]([N:13]([CH3:28])[CH2:14][C:15]2[O:16][C:17]([C:20]([N:22]3[CH2:23][CH2:24][N:25]([CH2:40][C:32]4[CH:31]=[N:30][C:39]5[C:34]([CH:33]=4)=[CH:35][CH:36]=[CH:37][CH:38]=5)[CH2:26][CH2:27]3)=[O:21])=[N:18][N:19]=2)(=[O:11])=[O:12])=[C:5]([CH3:29])[CH:4]=1. (7) Given the reactants O[C:2]1[CH:7]=[CH:6][N:5]2[N:8]=[CH:9][C:10]([C:11]([O:13][CH2:14][CH3:15])=[O:12])=[C:4]2[N:3]=1.F[P-](F)(F)(F)(F)F.N1(O[P+](N(C)C)(N(C)C)N(C)C)C2C=CC=CC=2N=N1.CCN(C(C)C)C(C)C.Cl.Cl.[F:54][C:55]1[CH:56]=[C:57]([C@H:62]2[CH2:66][CH2:65][CH2:64][NH:63]2)[C:58]([CH3:61])=[N:59][CH:60]=1, predict the reaction product. The product is: [F:54][C:55]1[CH:56]=[C:57]([C@H:62]2[CH2:66][CH2:65][CH2:64][N:63]2[C:2]2[CH:7]=[CH:6][N:5]3[N:8]=[CH:9][C:10]([C:11]([O:13][CH2:14][CH3:15])=[O:12])=[C:4]3[N:3]=2)[C:58]([CH3:61])=[N:59][CH:60]=1.